This data is from Forward reaction prediction with 1.9M reactions from USPTO patents (1976-2016). The task is: Predict the product of the given reaction. (1) Given the reactants CO[C:3]([C:5]1[C:6]([OH:28])=[C:7]2[C:12](=[CH:13][N:14]=1)[N:11]([CH2:15][C:16]1[CH:21]=[CH:20][CH:19]=[CH:18][CH:17]=1)[C:10](=[O:22])[C:9]([C:23]1[S:24][CH:25]=[CH:26][CH:27]=1)=[CH:8]2)=[O:4].[NH2:29][CH2:30][CH2:31][C:32]([OH:34])=[O:33].C[O-].[Na+], predict the reaction product. The product is: [CH2:15]([N:11]1[C:12]2[C:7](=[C:6]([OH:28])[C:5]([C:3]([NH:29][CH2:30][CH2:31][C:32]([OH:34])=[O:33])=[O:4])=[N:14][CH:13]=2)[CH:8]=[C:9]([C:23]2[S:24][CH:25]=[CH:26][CH:27]=2)[C:10]1=[O:22])[C:16]1[CH:21]=[CH:20][CH:19]=[CH:18][CH:17]=1. (2) Given the reactants [N+:1]([C:4]1[CH:11]=[CH:10][C:7]([CH:8]=[CH2:9])=[CH:6][CH:5]=1)([O-:3])=[O:2].ClC1C(C(OO)=[O:20])=CC=CC=1.C(OCC)(=O)C, predict the reaction product. The product is: [N+:1]([C:4]1[CH:11]=[CH:10][C:7]([CH:8]2[CH2:9][O:20]2)=[CH:6][CH:5]=1)([O-:3])=[O:2].